Dataset: Forward reaction prediction with 1.9M reactions from USPTO patents (1976-2016). Task: Predict the product of the given reaction. (1) Given the reactants [CH:1]1([N:6]2[CH2:11][CH2:10][N:9]([C:12]([C:14]3[CH:15]=[C:16]4[C:20](=[CH:21][CH:22]=3)[NH:19][C:18]([C:23](O)=[O:24])=[CH:17]4)=[O:13])[CH2:8][CH2:7]2)[CH2:5][CH2:4][CH2:3][CH2:2]1.Cl.F[B-](F)(F)F.[N:32]1(OC(N(C)C)=[N+](C)C)[C:36]2[CH:37]=[CH:38][CH:39]=[CH:40][C:35]=2N=N1.N1CCCCCC1.C(N(CC)C(C)C)(C)C, predict the reaction product. The product is: [N:32]1([C:23]([C:18]2[NH:19][C:20]3[C:16]([CH:17]=2)=[CH:15][C:14]([C:12]([N:9]2[CH2:10][CH2:11][N:6]([CH:1]4[CH2:2][CH2:3][CH2:4][CH2:5]4)[CH2:7][CH2:8]2)=[O:13])=[CH:22][CH:21]=3)=[O:24])[CH2:37][CH2:38][CH2:39][CH2:40][CH2:35][CH2:36]1. (2) Given the reactants [F:1][C:2]([F:14])([F:13])[C:3]1[CH:12]=[CH:11][C:6]([C:7]([NH:9][NH2:10])=[O:8])=[CH:5][CH:4]=1.[CH3:15][N:16]1[C:20]([C:21](O)=[O:22])=[CH:19][CH:18]=[N:17]1.F[P-](F)(F)(F)(F)F.N1(OC(N(C)C)=[N+](C)C)C2N=CC=CC=2N=N1.C(N(C(C)C)CC)(C)C, predict the reaction product. The product is: [CH3:15][N:16]1[C:20]([C:21]([NH:10][NH:9][C:7](=[O:8])[C:6]2[CH:11]=[CH:12][C:3]([C:2]([F:13])([F:14])[F:1])=[CH:4][CH:5]=2)=[O:22])=[CH:19][CH:18]=[N:17]1. (3) Given the reactants [NH2:1][CH2:2][CH2:3][NH:4][C:5]1[N:13]=[C:12]([Cl:14])[N:11]=[C:10]2[C:6]=1[N:7]=[CH:8][N:9]2[CH:15]1[CH2:19][CH2:18][CH2:17][CH2:16]1.CO.[Cl:22][C:23]1[CH:30]=[CH:29][C:26]([CH:27]=O)=[CH:25][C:24]=1[C:31]([F:34])([F:33])[F:32].[BH3-]C#N.[Na+], predict the reaction product. The product is: [Cl:14][C:12]1[N:11]=[C:10]2[C:6]([N:7]=[CH:8][N:9]2[CH:15]2[CH2:19][CH2:18][CH2:17][CH2:16]2)=[C:5]([NH:4][CH2:3][CH2:2][NH:1][CH2:27][C:26]2[CH:29]=[CH:30][C:23]([Cl:22])=[C:24]([C:31]([F:34])([F:32])[F:33])[CH:25]=2)[N:13]=1. (4) Given the reactants Br[C:2]1[CH:7]=[CH:6][C:5]([C:8]([N:10]2[CH2:15][CH2:14][N:13]([C:16]3[CH:21]=[CH:20][C:19]([CH3:22])=[CH:18][C:17]=3[CH3:23])[CH2:12][CH2:11]2)=[O:9])=[CH:4][CH:3]=1.[NH:24]1[CH2:27][CH2:26][C:25]1=[O:28], predict the reaction product. The product is: [CH3:23][C:17]1[CH:18]=[C:19]([CH3:22])[CH:20]=[CH:21][C:16]=1[N:13]1[CH2:14][CH2:15][N:10]([C:8]([C:5]2[CH:6]=[CH:7][C:2]([N:24]3[CH2:27][CH2:26][C:25]3=[O:28])=[CH:3][CH:4]=2)=[O:9])[CH2:11][CH2:12]1. (5) Given the reactants [CH3:1][N:2]1[CH:6]=[C:5]([NH:7][C:8]2[N:13]=[C:12]3[N:14]([CH2:17][CH:18]4[CH2:23][CH2:22][CH2:21][NH:20][CH2:19]4)[N:15]=[CH:16][C:11]3=[CH:10][N:9]=2)[CH:4]=[N:3]1.C(N(CC)CC)C.[CH3:31][O:32][CH2:33][C:34](Cl)=[O:35], predict the reaction product. The product is: [CH3:31][O:32][CH2:33][C:34]([N:20]1[CH2:21][CH2:22][CH2:23][CH:18]([CH2:17][N:14]2[C:12]3=[N:13][C:8]([NH:7][C:5]4[CH:4]=[N:3][N:2]([CH3:1])[CH:6]=4)=[N:9][CH:10]=[C:11]3[CH:16]=[N:15]2)[CH2:19]1)=[O:35]. (6) The product is: [Cl:18][C:4]1[C:5]2[C:10]3[CH2:11][CH2:12][CH2:13][CH2:14][C:9]=3[S:8][C:6]=2[N:7]=[C:2]([CH3:1])[N:3]=1. Given the reactants [CH3:1][C:2]1[NH:3][C:4](=O)[C:5]2[C:10]3[CH2:11][CH2:12][CH2:13][CH2:14][C:9]=3[S:8][C:6]=2[N:7]=1.O=P(Cl)(Cl)[Cl:18].C(Cl)(Cl)Cl.CCCCCC, predict the reaction product. (7) Given the reactants Cl.[NH2:2][C@@H:3]([C:8]([NH2:10])=[O:9])[CH2:4][CH:5]([CH3:7])[CH3:6].[CH:11](=O)[C:12]1[CH:17]=[CH:16][C:15]([O:18][CH3:19])=[CH:14][CH:13]=1.[BH3-]C#N.[Na+], predict the reaction product. The product is: [CH3:19][O:18][C:15]1[CH:16]=[CH:17][C:12]([CH2:11][NH:2][C@H:3]([CH2:4][CH:5]([CH3:7])[CH3:6])[C:8]([NH2:10])=[O:9])=[CH:13][CH:14]=1.